From a dataset of Catalyst prediction with 721,799 reactions and 888 catalyst types from USPTO. Predict which catalyst facilitates the given reaction. (1) Reactant: [F:1][C:2]1[C:7]([O:8][CH3:9])=[CH:6][C:5]([O:10][CH3:11])=[C:4]([F:12])[C:3]=1[N:13]1[CH2:18][C:17]2[CH:19]=[N:20][C:21]3[NH:25][CH:24]=[CH:23][C:22]=3[C:16]=2[N:15]([CH3:26])[C:14]1=[O:27].[H-].[Na+].[CH3:30][Si:31]([CH2:34][CH2:35][O:36][CH2:37]Cl)([CH3:33])[CH3:32]. Product: [F:12][C:4]1[C:5]([O:10][CH3:11])=[CH:6][C:7]([O:8][CH3:9])=[C:2]([F:1])[C:3]=1[N:13]1[CH2:18][C:17]2[CH:19]=[N:20][C:21]3[N:25]([CH2:37][O:36][CH2:35][CH2:34][Si:31]([CH3:33])([CH3:32])[CH3:30])[CH:24]=[CH:23][C:22]=3[C:16]=2[N:15]([CH3:26])[C:14]1=[O:27]. The catalyst class is: 39. (2) Reactant: [CH3:1][C:2]1[CH:7]=[CH:6][C:5]([O:8][CH3:9])=[CH:4][C:3]=1[OH:10].Cl[C:12]1[CH:17]=[CH:16][C:15]([N+:18]([O-:20])=[O:19])=[CH:14][N:13]=1.C(=O)([O-])[O-].[K+].[K+]. Product: [CH3:1][C:2]1[CH:7]=[CH:6][C:5]([O:8][CH3:9])=[CH:4][C:3]=1[O:10][C:12]1[CH:17]=[CH:16][C:15]([N+:18]([O-:20])=[O:19])=[CH:14][N:13]=1. The catalyst class is: 3. (3) The catalyst class is: 395. Product: [O:23]=[C:21]1[C:20]2[CH:24]=[CH:25][CH:26]=[CH:27][C:19]=2[S:18][C:17]([C:13]2[CH:12]=[C:11]([CH2:10][CH2:9][NH:8][C:28](=[O:35])[C:29]3[CH:34]=[CH:33][CH:32]=[CH:31][CH:30]=3)[CH:16]=[CH:15][N:14]=2)=[N:22]1. Reactant: FC(F)(F)C(O)=O.[NH2:8][CH2:9][CH2:10][C:11]1[CH:16]=[CH:15][N:14]=[C:13]([C:17]2[S:18][C:19]3[CH:27]=[CH:26][CH:25]=[CH:24][C:20]=3[C:21](=[O:23])[N:22]=2)[CH:12]=1.[C:28](Cl)(=[O:35])[C:29]1[CH:34]=[CH:33][CH:32]=[CH:31][CH:30]=1.C(=O)([O-])[O-].[K+].[K+].C(OCC)(=O)C. (4) Reactant: [C:1]([O:5][C:6]([N:8]1[CH2:12][CH2:11][C@H:10]([C@H:13]2[CH2:15][O:14]2)[CH2:9]1)=[O:7])([CH3:4])([CH3:3])[CH3:2].[N-:16]=[N+:17]=[N-:18].[Na+].[Cl-].[NH4+]. Product: [C:1]([O:5][C:6]([N:8]1[CH2:12][CH2:11][C@H:10]([C@H:13]([OH:14])[CH2:15][N:16]=[N+:17]=[N-:18])[CH2:9]1)=[O:7])([CH3:4])([CH3:3])[CH3:2]. The catalyst class is: 191.